From a dataset of Forward reaction prediction with 1.9M reactions from USPTO patents (1976-2016). Predict the product of the given reaction. The product is: [O:18]=[C:17]=[N:6][C@H:5]([C:4]([O:3][CH3:2])=[O:10])[CH:7]([CH3:9])[CH3:8]. Given the reactants Cl.[CH3:2][O:3][C:4](=[O:10])[C@H:5]([CH:7]([CH3:9])[CH3:8])[NH2:6].N1C=CC=CC=1.[C:17](Cl)(Cl)=[O:18].C1(C)C=CC=CC=1, predict the reaction product.